From a dataset of Forward reaction prediction with 1.9M reactions from USPTO patents (1976-2016). Predict the product of the given reaction. (1) Given the reactants [CH3:1][O:2][C:3]([C:5]1[C:10]([NH2:11])=[N:9][CH:8]=[C:7]([CH:12]2[CH2:14][CH2:13]2)[N:6]=1)=[O:4].Br[C:16]1[CH:17]=[N:18][CH:19]=[CH:20][CH:21]=1, predict the reaction product. The product is: [CH3:1][O:2][C:3]([C:5]1[C:10]([NH:11][C:16]2[CH:17]=[N:18][CH:19]=[CH:20][CH:21]=2)=[N:9][CH:8]=[C:7]([CH:12]2[CH2:14][CH2:13]2)[N:6]=1)=[O:4]. (2) Given the reactants [F:1][C:2]1[CH:7]=[CH:6][CH:5]=[C:4]([F:8])[C:3]=1[C:9]1[O:10][C:11]([C:22]([O:24]CC)=[O:23])=[C:12]([C:14]2[CH:19]=[CH:18][C:17]([O:20][CH3:21])=[CH:16][CH:15]=2)[N:13]=1.O.[OH-].[Li+], predict the reaction product. The product is: [F:1][C:2]1[CH:7]=[CH:6][CH:5]=[C:4]([F:8])[C:3]=1[C:9]1[O:10][C:11]([C:22]([OH:24])=[O:23])=[C:12]([C:14]2[CH:15]=[CH:16][C:17]([O:20][CH3:21])=[CH:18][CH:19]=2)[N:13]=1. (3) The product is: [OH:1][CH2:9][C@H:10]1[C@H:18]2[N:13]([C:14]3[CH:22]=[CH:21][C:20]([C:23]#[N:24])=[CH:19][C:15]=3[O:16][CH2:17]2)[C:12](=[O:25])[O:11]1. Given the reactants [O:1]([CH2:9][C@H:10]1[C@H:18]2[N:13]([C:14]3[CH:22]=[CH:21][C:20]([C:23]#[N:24])=[CH:19][C:15]=3[O:16][CH2:17]2)[C:12](=[O:25])[O:11]1)[Si](C(C)(C)C)(C)C.[F-].C([N+](CCCC)(CCCC)CCCC)CCC, predict the reaction product. (4) Given the reactants C(OC([NH:8][NH:9][C@@H:10]1[CH2:15][CH2:14][C@H:13]([C:16]([O:18][CH2:19][CH3:20])=[O:17])[CH2:12][CH2:11]1)=O)(C)(C)C.Cl.C(OCC)C, predict the reaction product. The product is: [NH:9]([C@@H:10]1[CH2:11][CH2:12][C@H:13]([C:16]([O:18][CH2:19][CH3:20])=[O:17])[CH2:14][CH2:15]1)[NH2:8]. (5) Given the reactants [NH2:1][CH:2]([C:5]1[C:6](=[O:16])[NH:7][C:8]([CH:11]2[CH2:15][CH2:14][CH2:13][CH2:12]2)=[N:9][N:10]=1)[CH2:3][CH3:4].[CH:17]1([C:21](Cl)=[O:22])[CH2:20][CH2:19][CH2:18]1, predict the reaction product. The product is: [CH:11]1([C:8]2[NH:7][C:6](=[O:16])[C:5]([CH:2]([NH:1][C:21]([CH:17]3[CH2:20][CH2:19][CH2:18]3)=[O:22])[CH2:3][CH3:4])=[N:10][N:9]=2)[CH2:15][CH2:14][CH2:13][CH2:12]1.